This data is from Reaction yield outcomes from USPTO patents with 853,638 reactions. The task is: Predict the reaction yield, written as a fraction of the theoretical maximum amount of product (1.0 means a 100% yield; for example, 0.34 means a 34% yield). (1) The reactants are [O:1]=[C:2]1[NH:7][CH:6]=[N:5][C:4]([CH2:8][CH2:9][CH3:10])=[C:3]1[CH2:11][C:12]1[CH:17]=[CH:16][C:15]([C:18]2[C:19]([C:24]#[N:25])=[CH:20][CH:21]=[CH:22][CH:23]=2)=[CH:14][CH:13]=1.[CH:26]([O:29][C:30]1[CH:35]=[CH:34][C:33](B(O)O)=[CH:32][CH:31]=1)([CH3:28])[CH3:27].C(N(CC)CC)C.N1C=CC=CC=1. The catalyst is C([O-])(=O)C.[Cu+2].C([O-])(=O)C.C(OCC)(=O)C.C(Cl)Cl. The product is [CH:26]([O:29][C:30]1[CH:35]=[CH:34][C:33]([N:7]2[C:2](=[O:1])[C:3]([CH2:11][C:12]3[CH:17]=[CH:16][C:15]([C:18]4[C:19]([C:24]#[N:25])=[CH:20][CH:21]=[CH:22][CH:23]=4)=[CH:14][CH:13]=3)=[C:4]([CH2:8][CH2:9][CH3:10])[N:5]=[CH:6]2)=[CH:32][CH:31]=1)([CH3:28])[CH3:27]. The yield is 0.440. (2) The reactants are Cl[C:2]1[CH:11]=[CH:10][C:9]2[CH2:8][N:7]([C:12]([O:14][C:15]([CH3:18])([CH3:17])[CH3:16])=[O:13])[CH2:6][CH:5]([CH3:19])[C:4]=2[N:3]=1.[F:20][C:21]1[CH:26]=[CH:25][C:24](B(O)O)=[CH:23][CH:22]=1.C(=O)([O-])[O-].[K+].[K+].O. The catalyst is COCCOC.O.C1C=CC(/C=C/C(/C=C/C2C=CC=CC=2)=O)=CC=1.C1C=CC(/C=C/C(/C=C/C2C=CC=CC=2)=O)=CC=1.C1C=CC(/C=C/C(/C=C/C2C=CC=CC=2)=O)=CC=1.[Pd].[Pd]. The product is [F:20][C:21]1[CH:26]=[CH:25][C:24]([C:2]2[CH:11]=[CH:10][C:9]3[CH2:8][N:7]([C:12]([O:14][C:15]([CH3:18])([CH3:17])[CH3:16])=[O:13])[CH2:6][CH:5]([CH3:19])[C:4]=3[N:3]=2)=[CH:23][CH:22]=1. The yield is 0.840. (3) The reactants are [F:1][C:2]([F:15])([F:14])[CH:3]([NH:6][C:7](=[O:13])[O:8][C:9]([CH3:12])([CH3:11])[CH3:10])[CH2:4][OH:5].N1C=CN=C1.[C:21]([Si:25](Cl)([C:32]1[CH:37]=[CH:36][CH:35]=[CH:34][CH:33]=1)[C:26]1[CH:31]=[CH:30][CH:29]=[CH:28][CH:27]=1)([CH3:24])([CH3:23])[CH3:22]. The catalyst is C(Cl)Cl. The product is [Si:25]([O:5][CH2:4][CH:3]([NH:6][C:7](=[O:13])[O:8][C:9]([CH3:11])([CH3:10])[CH3:12])[C:2]([F:14])([F:15])[F:1])([C:21]([CH3:24])([CH3:23])[CH3:22])([C:32]1[CH:33]=[CH:34][CH:35]=[CH:36][CH:37]=1)[C:26]1[CH:31]=[CH:30][CH:29]=[CH:28][CH:27]=1. The yield is 0.940. (4) The reactants are Cl[CH2:2][CH2:3][C:4]1[C:5]2[CH:19]=[C:18]([C:20]([C:23]3[O:24][C:25]([CH2:28][CH3:29])=[N:26][N:27]=3)([CH3:22])[CH3:21])[S:17][C:6]=2[NH:7][C:8]=1[C:9]1[CH:14]=[C:13]([CH3:15])[CH:12]=[C:11]([CH3:16])[CH:10]=1.C(N(C(C)C)CC)(C)C.[O:39]=[C:40]([N:48]1[CH2:52][CH2:51][CH2:50][CH2:49]1)[CH2:41][N:42]1[CH2:47][CH2:46][NH:45][CH2:44][CH2:43]1. The catalyst is [I-].C([N+](CCCC)(CCCC)CCCC)CCC.O1CCOCC1.C(OCC)C. The product is [CH3:16][C:11]1[CH:10]=[C:9]([C:8]2[NH:7][C:6]3[S:17][C:18]([C:20]([C:23]4[O:24][C:25]([CH2:28][CH3:29])=[N:26][N:27]=4)([CH3:21])[CH3:22])=[CH:19][C:5]=3[C:4]=2[CH2:3][CH2:2][N:45]2[CH2:44][CH2:43][N:42]([CH2:41][C:40](=[O:39])[N:48]3[CH2:49][CH2:50][CH2:51][CH2:52]3)[CH2:47][CH2:46]2)[CH:14]=[C:13]([CH3:15])[CH:12]=1. The yield is 0.370. (5) The reactants are [H-].[Na+].[F:3][C:4]([F:11])([F:10])[C:5]([O:7]CC)=O.[C:12]([C:15]1[CH:25]=[C:24]([Cl:26])[C:18]2[O:19][CH2:20][C:21](=[O:23])[NH:22][C:17]=2[CH:16]=1)(=[O:14])[CH3:13].Cl. The catalyst is C1COCC1.C1OCCOC2C(=CC=CC=2)OCCOCCOC2C(=CC=CC=2)OC1.C(O)C. The product is [Cl:26][C:24]1[C:18]2[O:19][CH2:20][C:21](=[O:23])[NH:22][C:17]=2[CH:16]=[C:15]([C:12](=[O:14])[CH2:13][C:5](=[O:7])[C:4]([F:3])([F:10])[F:11])[CH:25]=1. The yield is 0.650. (6) The reactants are [CH:1](=[O:5])[CH2:2][CH2:3][CH3:4].[CH2:6]([OH:9])[CH:7]=[CH2:8].S([O-])([O-])(=O)=O.[Mg+2].O.[CH3:17][CH2:18][CH2:19]CCC. The catalyst is O.C1(C)C=CC(S(O)(=O)=O)=CC=1.C(=O)([O-])[O-].[K+].[K+]. The product is [CH2:19]([O:5][CH:1]([O:9][CH2:6][CH:7]=[CH2:8])[CH2:2][CH2:3][CH3:4])[CH:18]=[CH2:17]. The yield is 0.910. (7) The reactants are [CH3:1][C:2]1[NH:7][C:6](=[O:8])[C:5]([C:9]#[N:10])=[C:4]([CH2:11][N:12]2[CH2:17][CH2:16][O:15][CH2:14][CH2:13]2)[CH:3]=1.Cl.O1CCOCC1. The catalyst is CC(O)=O.[Ni]. The product is [NH2:10][CH2:9][C:5]1[C:6](=[O:8])[NH:7][C:2]([CH3:1])=[CH:3][C:4]=1[CH2:11][N:12]1[CH2:17][CH2:16][O:15][CH2:14][CH2:13]1. The yield is 0.950. (8) The reactants are C(O[C:6](=O)[NH:7][CH2:8][C:9]([N:11]1[CH2:15][CH2:14][CH2:13][CH:12]1[C:16]#[N:17])=[O:10])(C)(C)C.FC(F)(F)C(O)=O.C(N(CC)CC)C.[CH2:33]([N:35]([CH2:48][CH3:49])[C:36](=[O:47])[O:37][CH:38]1[CH2:45][CH:44]2[CH:40]([CH2:41]C(=O)[CH2:43]2)[CH2:39]1)[CH3:34].C(O[BH-](OC(=O)C)OC(=O)C)(=O)C.[Na+]. The catalyst is ClCCl. The product is [CH2:48]([N:35]([CH2:33][CH3:34])[C:36](=[O:47])[O:37][CH:38]1[CH2:45][CH:44]2[CH:40]([CH2:41][CH:6]([NH:7][CH2:8][C:9]([N:11]3[CH2:15][CH2:14][CH2:13][CH:12]3[C:16]#[N:17])=[O:10])[CH2:43]2)[CH2:39]1)[CH3:49]. The yield is 0.500.